From a dataset of Forward reaction prediction with 1.9M reactions from USPTO patents (1976-2016). Predict the product of the given reaction. (1) Given the reactants [Cl:1][C:2]1[CH:8]=[C:7]([O:9][CH3:10])[C:6]([CH3:11])=[CH:5][C:3]=1[NH2:4].[C:12](Cl)(Cl)=[O:13], predict the reaction product. The product is: [Cl:1][C:2]1[CH:8]=[C:7]([O:9][CH3:10])[C:6]([CH3:11])=[CH:5][C:3]=1[N:4]=[C:12]=[O:13]. (2) Given the reactants C([O-])([O-])=O.[K+].[K+].[Cl:7][C:8]1[CH:13]=[CH:12][C:11]([Cl:14])=[CH:10][C:9]=1[CH2:15][NH2:16].F[C:18]1[CH:19]=[C:20]([CH:23]=[CH:24][C:25]=1[N+:26]([O-:28])=[O:27])[C:21]#[N:22].CCOCC, predict the reaction product. The product is: [Cl:7][C:8]1[CH:13]=[CH:12][C:11]([Cl:14])=[CH:10][C:9]=1[CH2:15][NH:16][C:24]1[CH:23]=[C:20]([CH:19]=[CH:18][C:25]=1[N+:26]([O-:28])=[O:27])[C:21]#[N:22]. (3) Given the reactants [F:1][C:2]1[CH:20]=[C:19]([F:21])[CH:18]=[CH:17][C:3]=1[O:4][C:5]1[CH:6]=[CH:7][C:8]2[N:12]=[C:11]([CH2:13][OH:14])[N:10]([CH3:15])[C:9]=2[CH:16]=1.O[C:23]1[CH:24]=[C:25]([CH:30]=[CH:31][CH:32]=1)[C:26]([O:28][CH3:29])=[O:27].C(P(CCCC)CCCC)CCC.N(C(N1CCCCC1)=O)=NC(N1CCCCC1)=O, predict the reaction product. The product is: [F:1][C:2]1[CH:20]=[C:19]([F:21])[CH:18]=[CH:17][C:3]=1[O:4][C:5]1[CH:6]=[CH:7][C:8]2[N:12]=[C:11]([CH2:13][O:14][C:23]3[CH:24]=[C:25]([CH:30]=[CH:31][CH:32]=3)[C:26]([O:28][CH3:29])=[O:27])[N:10]([CH3:15])[C:9]=2[CH:16]=1. (4) Given the reactants [Br:1][C:2]1[CH:7]=[CH:6][C:5]([CH:8]([C:10]2[CH:15]=[CH:14][C:13]([F:16])=[CH:12][C:11]=2[F:17])O)=[CH:4][CH:3]=1.C1C=CC(P(C2C=CC=CC=2)C2C=CC=CC=2)=CC=1.CC(OC(/N=N/C(OC(C)C)=O)=O)C.C1C=CC(P([N:65]=[N+:66]=[N-:67])(C2C=CC=CC=2)=O)=CC=1, predict the reaction product. The product is: [Br:1][C:2]1[CH:7]=[CH:6][C:5]([CH:8]([N:65]=[N+:66]=[N-:67])[C:10]2[CH:15]=[CH:14][C:13]([F:16])=[CH:12][C:11]=2[F:17])=[CH:4][CH:3]=1. (5) Given the reactants [OH:1][C:2]1[CH:3]=[C:4]([C:12]([O:14]C)=[O:13])[CH:5]=[C:6]([CH:11]=1)[C:7]([O:9]C)=[O:8].[OH-].[Li+], predict the reaction product. The product is: [OH:1][C:2]1[CH:3]=[C:4]([C:12]([OH:14])=[O:13])[CH:5]=[C:6]([CH:11]=1)[C:7]([OH:9])=[O:8]. (6) Given the reactants [O:1]1[CH:5]=[CH:4][C:3]([C:6]([O:8]CC)=O)=[CH:2]1.O.[NH2:12][NH2:13], predict the reaction product. The product is: [O:1]1[CH:5]=[CH:4][C:3]([C:6]([NH:12][NH2:13])=[O:8])=[CH:2]1. (7) Given the reactants C[O:2][C:3]([C:5]1[C:10]([NH:11][C:12]([C:14]2[C:23]3[C:18](=[CH:19][CH:20]=[CH:21][CH:22]=3)[C:17]([CH2:24][N:25]3[CH:29]=[CH:28][N:27]=[N:26]3)=[CH:16][CH:15]=2)=[O:13])=[CH:9][CH:8]=[C:7]([O:30][CH3:31])[N:6]=1)=O.[CH:32]1([CH2:38][NH2:39])[CH2:37][CH2:36][CH2:35][CH2:34][CH2:33]1, predict the reaction product. The product is: [CH:32]1([CH2:38][NH:39][C:3]([C:5]2[C:10]([NH:11][C:12]([C:14]3[C:23]4[C:18](=[CH:19][CH:20]=[CH:21][CH:22]=4)[C:17]([CH2:24][N:25]4[CH:29]=[CH:28][N:27]=[N:26]4)=[CH:16][CH:15]=3)=[O:13])=[CH:9][CH:8]=[C:7]([O:30][CH3:31])[N:6]=2)=[O:2])[CH2:37][CH2:36][CH2:35][CH2:34][CH2:33]1. (8) Given the reactants [H-].C([Al+]CC(C)C)C(C)C.[Br:11][C:12]1[CH:13]=[C:14]([CH:20]=[C:21]([O:23][CH2:24][C:25]([CH3:27])=[CH2:26])[CH:22]=1)[C:15](OCC)=[O:16].C1(C)C=CC=CC=1.Cl, predict the reaction product. The product is: [Br:11][C:12]1[CH:13]=[C:14]([CH2:15][OH:16])[CH:20]=[C:21]([O:23][CH2:24][C:25]([CH3:27])=[CH2:26])[CH:22]=1. (9) Given the reactants [N:1]1[CH:6]=[CH:5][CH:4]=[N:3][C:2]=1[C:7]1[CH:12]=[CH:11][C:10]([OH:13])=[CH:9][CH:8]=1.[P:14](Cl)(Cl)(Cl)=[O:15].Cl.[CH:20]([O:23][C:24](=[O:28])[C@H:25]([CH3:27])[NH2:26])([CH3:22])[CH3:21].FC1C(O)=C(F)C(F)=C(F)C=1F.[F:41][C@:42]1([CH3:58])[C@H:46]([OH:47])[C@@H:45]([CH2:48][OH:49])[O:44][C@H:43]1[N:50]1[CH:57]=[CH:56][C:54](=[O:55])[NH:53][C:51]1=[O:52], predict the reaction product. The product is: [CH:20]([O:23][C:24](=[O:28])[C@@H:25]([NH:26][P:14]([O:13][C:10]1[CH:11]=[CH:12][C:7]([C:2]2[N:3]=[CH:4][CH:5]=[CH:6][N:1]=2)=[CH:8][CH:9]=1)([O:49][CH2:48][C@@H:45]1[C@@H:46]([OH:47])[C@:42]([F:41])([CH3:58])[C@H:43]([N:50]2[CH:57]=[CH:56][C:54](=[O:55])[NH:53][C:51]2=[O:52])[O:44]1)=[O:15])[CH3:27])([CH3:22])[CH3:21]. (10) Given the reactants Cl[C:28]1[CH:29]=[CH:24]C(N([C@H]2[C:29]3[C:28](=[CH:27][CH:26]=C[CH:24]=3)N(C(=O)[C:24]3[CH:29]=[CH:28][C:27](O)=[CH:26]C=3)[C@@H](C)C2)C(=O)CC)=[CH:26][CH:27]=1.[Cl:33][C:34]1[CH:39]=[CH:38][C:37]([N:40]([C@H:44]2[C:53]3[C:48](=[CH:49][CH:50]=[CH:51][CH:52]=3)[N:47]([C:54](=[O:62])[C:55]3[CH:60]=[CH:59][C:58]([OH:61])=[CH:57][CH:56]=3)[C@@H:46]([CH3:63])[CH2:45]2)[C:41](=[O:43])[CH3:42])=[CH:36][CH:35]=1.C1(Br)CCCC1.C(=O)([O-])[O-].[K+].[K+].[I-].[K+], predict the reaction product. The product is: [Cl:33][C:34]1[CH:35]=[CH:36][C:37]([N:40]([C@H:44]2[C:53]3[C:48](=[CH:49][CH:50]=[CH:51][CH:52]=3)[N:47]([C:54](=[O:62])[C:55]3[CH:56]=[CH:57][C:58]([O:61][CH:26]4[CH2:27][CH2:28][CH2:29][CH2:24]4)=[CH:59][CH:60]=3)[C@@H:46]([CH3:63])[CH2:45]2)[C:41](=[O:43])[CH3:42])=[CH:38][CH:39]=1.